This data is from Full USPTO retrosynthesis dataset with 1.9M reactions from patents (1976-2016). The task is: Predict the reactants needed to synthesize the given product. (1) Given the product [CH3:23][O:24][CH2:25][CH2:26][N:27]1[CH2:28][CH2:29][C:30]2[CH:37]=[CH:36][C:35]([NH:38][C:2]3[N:7]=[C:6]([NH:8][C@@H:9]4[C@@H:14]5[CH2:15][C@@H:11]([CH:12]=[CH:13]5)[C@@H:10]4[C:16]([NH2:18])=[O:17])[C:5]([C:19]([F:22])([F:21])[F:20])=[CH:4][N:3]=3)=[CH:34][C:31]=2[CH2:32][CH2:33]1, predict the reactants needed to synthesize it. The reactants are: Cl[C:2]1[N:7]=[C:6]([NH:8][C@@H:9]2[C@@H:14]3[CH2:15][C@@H:11]([CH:12]=[CH:13]3)[C@@H:10]2[C:16]([NH2:18])=[O:17])[C:5]([C:19]([F:22])([F:21])[F:20])=[CH:4][N:3]=1.[CH3:23][O:24][CH2:25][CH2:26][N:27]1[CH2:33][CH2:32][C:31]2[CH:34]=[C:35]([NH2:38])[CH:36]=[CH:37][C:30]=2[CH2:29][CH2:28]1. (2) Given the product [CH3:13][N:14]1[CH2:15][CH2:16][N:17]([C:20]2[CH:26]=[CH:25][C:23]([NH:24][C:2]3[CH:7]=[CH:6][N:5]4[N:8]=[CH:9][C:10]([CH:11]=[O:12])=[C:4]4[N:3]=3)=[CH:22][CH:21]=2)[CH2:18][CH2:19]1, predict the reactants needed to synthesize it. The reactants are: Cl[C:2]1[CH:7]=[CH:6][N:5]2[N:8]=[CH:9][C:10]([CH:11]=[O:12])=[C:4]2[N:3]=1.[CH3:13][N:14]1[CH2:19][CH2:18][N:17]([C:20]2[CH:26]=[CH:25][C:23]([NH2:24])=[CH:22][CH:21]=2)[CH2:16][CH2:15]1. (3) Given the product [ClH:1].[Cl:1][CH2:2][CH2:3][CH2:4][CH:5]([C:8]1[CH:13]=[CH:12][CH:11]=[CH:10][CH:9]=1)[C:6](=[NH:7])[O:16][CH2:14][CH3:15], predict the reactants needed to synthesize it. The reactants are: [Cl:1][CH2:2][CH2:3][CH2:4][CH:5]([C:8]1[CH:13]=[CH:12][CH:11]=[CH:10][CH:9]=1)[C:6]#[N:7].[CH2:14]([OH:16])[CH3:15].C(Cl)(=O)C. (4) Given the product [I:1][CH2:2][C:3]1[N:4]=[C:5]([C:14]2[CH:15]=[CH:16][CH:17]=[CH:18][C:19]=2[C:29]([F:39])([F:38])[F:28])[O:6][C:7]=1[CH3:8], predict the reactants needed to synthesize it. The reactants are: [I:1][CH2:2][C:3]1[N:4]=[C:5]([C:14]2[CH:19]=[CH:18][C:17](C)=[CH:16][CH:15]=2)[O:6][C:7]=1[C:8]1C=CC=CC=1.C/C(/C(C)=O)=N\O.[F:28][C:29]([F:39])([F:38])C1C=CC=CC=1C=O.